This data is from Forward reaction prediction with 1.9M reactions from USPTO patents (1976-2016). The task is: Predict the product of the given reaction. (1) Given the reactants [C:1]1([C:7]2([CH2:20][O:21][CH2:22][C:23]3[CH:28]=[C:27]([C:29]([F:32])([F:31])[F:30])[CH:26]=[C:25]([NH:33][C:34](=O)[C:35]([F:38])([F:37])[F:36])[CH:24]=3)[CH2:12][CH2:11][N:10]([C:13]([O:15][C:16]([CH3:19])([CH3:18])[CH3:17])=[O:14])[CH2:9][CH2:8]2)[CH:6]=[CH:5][CH:4]=[CH:3][CH:2]=1.C1(P(C2C=CC=CC=2)C2C=CC=CC=2)C=CC=CC=1.[N-:59]=[N+:60]=[N-:61].[Na+], predict the reaction product. The product is: [C:1]1([C:7]2([CH2:20][O:21][CH2:22][C:23]3[CH:24]=[C:25]([N:33]4[C:34]([C:35]([F:37])([F:38])[F:36])=[N:61][N:60]=[N:59]4)[CH:26]=[C:27]([C:29]([F:31])([F:30])[F:32])[CH:28]=3)[CH2:12][CH2:11][N:10]([C:13]([O:15][C:16]([CH3:18])([CH3:17])[CH3:19])=[O:14])[CH2:9][CH2:8]2)[CH:2]=[CH:3][CH:4]=[CH:5][CH:6]=1. (2) Given the reactants Cl[C:2]1[N:7]=[CH:6][N:5]=[C:4]([NH:8][C:9]2[CH:14]=[CH:13][C:12]([N:15]3[CH2:20][CH2:19][O:18][CH2:17][CH2:16]3)=[CH:11][CH:10]=2)[N:3]=1.[C:21]([C:23]1[CH:28]=[C:27](B2OC(C)(C)C(C)(C)O2)[CH:26]=[CH:25][C:24]=1[NH:38][C:39]([C@@H:41]1[CH2:45][CH2:44][CH2:43][N:42]1[C:46]([O:48][C:49]([CH3:52])([CH3:51])[CH3:50])=[O:47])=[O:40])#[N:22].C1(P(C2C=CC=CC=2)C2C=CC=CC=2)C=CC=CC=1.C(=O)([O-])[O-].[Na+].[Na+], predict the reaction product. The product is: [C:21]([C:23]1[CH:28]=[C:27]([C:2]2[N:3]=[C:4]([NH:8][C:9]3[CH:14]=[CH:13][C:12]([N:15]4[CH2:20][CH2:19][O:18][CH2:17][CH2:16]4)=[CH:11][CH:10]=3)[N:5]=[CH:6][N:7]=2)[CH:26]=[CH:25][C:24]=1[NH:38][C:39]([C@@H:41]1[CH2:45][CH2:44][CH2:43][N:42]1[C:46]([O:48][C:49]([CH3:52])([CH3:51])[CH3:50])=[O:47])=[O:40])#[N:22]. (3) Given the reactants [Cl:1][C:2]1[CH:3]=[C:4]([CH:7]=[C:8]([F:10])[CH:9]=1)[CH:5]=O.[N+:11]([CH3:14])([O-:13])=[O:12].C([O-])(=O)C.[NH4+], predict the reaction product. The product is: [Cl:1][C:2]1[CH:3]=[C:4](/[CH:5]=[CH:14]/[N+:11]([O-:13])=[O:12])[CH:7]=[C:8]([F:10])[CH:9]=1. (4) Given the reactants Cl.[NH:2]1[CH2:7][CH2:6][CH:5]([O:8][C:9]2[CH:16]=[CH:15][C:12]([C:13]#[N:14])=[CH:11][CH:10]=2)[CH2:4][CH2:3]1.[CH:17](=O)[C:18]1[CH:23]=[CH:22][CH:21]=[CH:20][CH:19]=1.C(O[BH-](OC(=O)C)OC(=O)C)(=O)C.[Na+], predict the reaction product. The product is: [CH2:17]([N:2]1[CH2:3][CH2:4][CH:5]([O:8][C:9]2[CH:16]=[CH:15][C:12]([C:13]#[N:14])=[CH:11][CH:10]=2)[CH2:6][CH2:7]1)[C:18]1[CH:23]=[CH:22][CH:21]=[CH:20][CH:19]=1. (5) Given the reactants [Cl:1][C:2]1[CH:3]=[CH:4][C:5]([OH:21])=[C:6]([CH:20]=1)[C:7]([NH:9][C:10]1[CH:15]=[CH:14][C:13]([N+:16]([O-:18])=[O:17])=[CH:12][C:11]=1[Cl:19])=[O:8].[C:22](Cl)(=[O:29])[C:23]1[CH:28]=[CH:27][CH:26]=[CH:25][CH:24]=1, predict the reaction product. The product is: [C:22]([O:21][C:5]1[CH:4]=[CH:3][C:2]([Cl:1])=[CH:20][C:6]=1[C:7](=[O:8])[NH:9][C:10]1[CH:15]=[CH:14][C:13]([N+:16]([O-:18])=[O:17])=[CH:12][C:11]=1[Cl:19])(=[O:29])[C:23]1[CH:28]=[CH:27][CH:26]=[CH:25][CH:24]=1. (6) The product is: [C:38]([O:43][CH2:44][S:11]/[C:10](=[N:9]\[C:3]1[C:4]([CH3:8])=[CH:5][CH:6]=[CH:7][C:2]=1[CH3:1])/[NH:12][CH:13]1[CH2:15][CH:14]1[C:16]1[CH:17]=[CH:18][C:19]([C:22]2[N:26]=[CH:25][N:24]([C:27]3[CH:28]=[CH:29][C:30]([O:33][C:34]([F:36])([F:37])[F:35])=[CH:31][CH:32]=3)[N:23]=2)=[CH:20][CH:21]=1)(=[O:42])[CH:39]([CH3:41])[CH3:40]. Given the reactants [CH3:1][C:2]1[CH:7]=[CH:6][CH:5]=[C:4]([CH3:8])[C:3]=1[NH:9][C:10]([NH:12][CH:13]1[CH2:15][CH:14]1[C:16]1[CH:21]=[CH:20][C:19]([C:22]2[N:26]=[CH:25][N:24]([C:27]3[CH:32]=[CH:31][C:30]([O:33][C:34]([F:37])([F:36])[F:35])=[CH:29][CH:28]=3)[N:23]=2)=[CH:18][CH:17]=1)=[S:11].[C:38]([O:43][CH2:44]Cl)(=[O:42])[CH:39]([CH3:41])[CH3:40], predict the reaction product. (7) The product is: [OH:30][C:23]([C:24]1[CH:29]=[CH:28][CH:27]=[CH:26][CH:25]=1)=[CH:14][C:4](=[O:3])[CH2:5][P:6](=[O:13])([O:7][CH2:8][CH3:9])[O:10][CH2:11][CH3:12]. Given the reactants [H-].[Na+].[O:3]=[C:4]([CH3:14])[CH2:5][P:6](=[O:13])([O:10][CH2:11][CH3:12])[O:7][CH2:8][CH3:9].[Li+].CC([N-]C(C)C)C.[C:23](OCC)(=[O:30])[C:24]1[CH:29]=[CH:28][CH:27]=[CH:26][CH:25]=1, predict the reaction product.